The task is: Predict which catalyst facilitates the given reaction.. This data is from Catalyst prediction with 721,799 reactions and 888 catalyst types from USPTO. Reactant: [F:1][C:2]1[C:7]([O:8][CH3:9])=[CH:6][C:5]([O:10][CH3:11])=[C:4]([F:12])[C:3]=1[N:13]1[C:22](=[O:23])[C:21]2([CH2:25][CH2:24]2)[C:20]2[C:15](=[CH:16][N:17]=[C:18]([CH:26]3[CH2:31][CH2:30][CH2:29][N:28](C(OC(C)(C)C)=O)[CH2:27]3)[CH:19]=2)[CH2:14]1.FC(F)(F)C(O)=O. Product: [F:12][C:4]1[C:5]([O:10][CH3:11])=[CH:6][C:7]([O:8][CH3:9])=[C:2]([F:1])[C:3]=1[N:13]1[C:22](=[O:23])[C:21]2([CH2:24][CH2:25]2)[C:20]2[C:15](=[CH:16][N:17]=[C:18]([CH:26]3[CH2:31][CH2:30][CH2:29][NH:28][CH2:27]3)[CH:19]=2)[CH2:14]1. The catalyst class is: 2.